The task is: Predict the product of the given reaction.. This data is from Forward reaction prediction with 1.9M reactions from USPTO patents (1976-2016). (1) Given the reactants [C:1]([SiH2:5][O:6][C:7]([CH3:21])([CH3:20])[C:8]1[O:12][C:11]([CH2:13][O:14]S(C)(=O)=O)=[N:10][C:9]=1[CH3:19])([CH3:4])([CH3:3])[CH3:2].C([SiH2]OC(C)(C)C1OC(CCl)=NC=1C)(C)(C)C.[C:39]1(O)[CH:44]=[CH:43][CH:42]=[CH:41][CH:40]=1.C(=O)([O-])[O-].[K+].[K+], predict the reaction product. The product is: [C:1]([SiH2:5][O:6][C:7]([CH3:21])([CH3:20])[C:8]1[O:12][C:11]([CH2:13][O:14][C:39]2[CH:44]=[CH:43][CH:42]=[CH:41][CH:40]=2)=[N:10][C:9]=1[CH3:19])([CH3:4])([CH3:3])[CH3:2]. (2) Given the reactants S=[C:2]1[CH2:6][S:5][C:4](=[O:7])[NH:3]1.Cl.[CH3:9][CH:10]([NH2:13])[C:11]#[CH:12].C(N(CC)CC)C, predict the reaction product. The product is: [CH3:9][CH:10]([NH:13][C:2]1[CH2:6][S:5][C:4](=[O:7])[N:3]=1)[C:11]#[CH:12]. (3) The product is: [Cl:1][C:2]1[CH:3]=[CH:4][C:5]([C:6]([NH:8][C:9]2[S:10][CH:11]=[C:12]([CH2:14][C:15](=[O:17])[N:24]3[CH2:25][CH2:26][N:21]([CH2:27][CH2:28][N:29]4[CH2:33][CH2:32][O:31][C:30]4=[O:34])[CH2:22][CH2:23]3)[N:13]=2)=[O:7])=[CH:18][CH:19]=1. Given the reactants [Cl:1][C:2]1[CH:19]=[CH:18][C:5]([C:6]([NH:8][C:9]2[S:10][CH:11]=[C:12]([CH2:14][C:15]([OH:17])=O)[N:13]=2)=[O:7])=[CH:4][CH:3]=1.Cl.[N:21]1([CH2:27][CH2:28][N:29]2[CH2:33][CH2:32][O:31][C:30]2=[O:34])[CH2:26][CH2:25][NH:24][CH2:23][CH2:22]1, predict the reaction product. (4) Given the reactants Cl.Cl.Cl.[NH2:4][C@H:5]1[CH2:10][CH2:9][CH2:8][N:7]([C:11]2[CH:12]=[CH:13][C:14]3[N:15]=[CH:16][N:17]=[C:18]([NH2:21])[C:19]=3[N:20]=2)[CH2:6]1.[CH3:22][O:23][CH2:24][CH2:25][C:26](O)=[O:27].CN(C(ON1N=NC2C=CC=NC1=2)=[N+](C)C)C.F[P-](F)(F)(F)(F)F.C(N(CC)CC)C, predict the reaction product. The product is: [NH2:21][C:18]1[C:19]2[N:20]=[C:11]([N:7]3[CH2:8][CH2:9][CH2:10][C@H:5]([NH:4][C:26](=[O:27])[CH2:25][CH2:24][O:23][CH3:22])[CH2:6]3)[CH:12]=[CH:13][C:14]=2[N:15]=[CH:16][N:17]=1. (5) Given the reactants Br[C:2]1[CH:3]=[C:4]2[C:9](=[CH:10][CH:11]=1)[NH:8][C:7](=[O:12])[N:6]([CH3:13])[CH:5]2[C:14]1[CH:19]=[CH:18][CH:17]=[CH:16][CH:15]=1.[CH3:20][C:21]1[C:25](B(O)O)=[C:24]([CH3:29])[O:23][N:22]=1, predict the reaction product. The product is: [CH3:20][C:21]1[C:25]([C:2]2[CH:3]=[C:4]3[C:9](=[CH:10][CH:11]=2)[NH:8][C:7](=[O:12])[N:6]([CH3:13])[CH:5]3[C:14]2[CH:19]=[CH:18][CH:17]=[CH:16][CH:15]=2)=[C:24]([CH3:29])[O:23][N:22]=1.